This data is from Reaction yield outcomes from USPTO patents with 853,638 reactions. The task is: Predict the reaction yield, written as a fraction of the theoretical maximum amount of product (1.0 means a 100% yield; for example, 0.34 means a 34% yield). (1) The yield is 0.700. The product is [CH3:12][O:11][C:3]1[CH:4]=[C:5]([N+:8]([O-:10])=[O:9])[CH:6]=[CH:7][C:2]=1[B:16]1[O:17][C:18]([CH3:20])([CH3:19])[C:14]([CH3:30])([CH3:13])[O:15]1. The catalyst is O1CCOCC1. The reactants are Br[C:2]1[CH:7]=[CH:6][C:5]([N+:8]([O-:10])=[O:9])=[CH:4][C:3]=1[O:11][CH3:12].[CH3:13][C:14]1([CH3:30])[C:18]([CH3:20])([CH3:19])[O:17][B:16]([B:16]2[O:17][C:18]([CH3:20])([CH3:19])[C:14]([CH3:30])([CH3:13])[O:15]2)[O:15]1.C([O-])(=O)C.[K+]. (2) The reactants are [F:1][C:2]1[CH:7]=[CH:6][C:5]([CH2:8][CH2:9][S:10][CH:11]([C:22]([O:24][CH2:25][C:26]([Cl:29])([Cl:28])[Cl:27])=[O:23])[CH2:12][C:13]2[CH:21]=[CH:20][C:16]([C:17]([OH:19])=[O:18])=[CH:15][CH:14]=2)=[CH:4][CH:3]=1.O[CH2:31][C:32]1[CH:37]=[CH:36][C:35]([O:38][S:39]([CH3:42])(=[O:41])=[O:40])=[CH:34][CH:33]=1.C1(C2OC(C(F)(F)F)=C(COC(=O)C3C=CC(CC(SCCC4C=CC(F)=CC=4)C(OCC(Cl)(Cl)Cl)=O)=CC=3)N=2)C=CC=CC=1. No catalyst specified. The product is [CH3:42][S:39]([O:38][C:35]1[CH:36]=[CH:37][C:32]([CH2:31][O:18][C:17](=[O:19])[C:16]2[CH:20]=[CH:21][C:13]([CH2:12][CH:11]([S:10][CH2:9][CH2:8][C:5]3[CH:6]=[CH:7][C:2]([F:1])=[CH:3][CH:4]=3)[C:22]([O:24][CH2:25][C:26]([Cl:29])([Cl:27])[Cl:28])=[O:23])=[CH:14][CH:15]=2)=[CH:33][CH:34]=1)(=[O:41])=[O:40]. The yield is 0.450. (3) The reactants are [NH2:1][C:2]([C:7]1[CH:12]=[CH:11][C:10]([Br:13])=[CH:9][CH:8]=1)([CH3:6])[C:3]([OH:5])=[O:4].Cl.[CH2:15](O)[CH3:16]. No catalyst specified. The product is [CH2:15]([O:4][C:3](=[O:5])[C:2]([NH2:1])([C:7]1[CH:8]=[CH:9][C:10]([Br:13])=[CH:11][CH:12]=1)[CH3:6])[CH3:16]. The yield is 0.720. (4) The reactants are [NH2:1][C:2]1[S:3][C:4]2[CH:33]=[CH:32][CH:31]=[CH:30][C:5]=2[C:6]=1[C:7]([N:9]1[CH2:14][CH2:13][CH:12]([N:15]2[CH2:29][CH2:28][CH2:27][C:17]3([C:21](=[O:22])[N:20]([CH:23]4[CH2:25][CH2:24]4)[C:19](=[O:26])[CH2:18]3)[CH2:16]2)[CH2:11][CH2:10]1)=[O:8].ClC(Cl)(Cl)[C:36]([N:38]=C=O)=[O:37].C(OC(C)C)(C)C. No catalyst specified. The product is [CH:23]1([N:20]2[C:19](=[O:26])[CH2:18][C:17]3([CH2:27][CH2:28][CH2:29][N:15]([CH:12]4[CH2:13][CH2:14][N:9]([C:7]([C:6]5[C:5]6[CH:30]=[CH:31][CH:32]=[CH:33][C:4]=6[S:3][C:2]=5[NH:1][C:36]([NH2:38])=[O:37])=[O:8])[CH2:10][CH2:11]4)[CH2:16]3)[C:21]2=[O:22])[CH2:24][CH2:25]1. The yield is 0.620.